Dataset: Reaction yield outcomes from USPTO patents with 853,638 reactions. Task: Predict the reaction yield, written as a fraction of the theoretical maximum amount of product (1.0 means a 100% yield; for example, 0.34 means a 34% yield). The reactants are O[CH:2]=[C:3]1[C:11]2[C:6](=[CH:7][C:8]([C:12]([C:14]3[CH:15]=[C:16]([NH:20][C:21]([C:23]4[N:24]([C:29]([CH3:32])([CH3:31])[CH3:30])[N:25]=[C:26]([CH3:28])[CH:27]=4)=[O:22])[CH:17]=[CH:18][CH:19]=3)=[O:13])=[CH:9][CH:10]=2)[NH:5][C:4]1=[O:33].[NH2:34][C:35]1[CH:40]=[CH:39][C:38]([N:41]2[CH2:46][CH2:45][O:44][CH2:43][CH2:42]2)=[CH:37][CH:36]=1. The catalyst is C1COCC1. The product is [N:41]1([C:38]2[CH:37]=[CH:36][C:35]([NH:34][CH:2]=[C:3]3[C:11]4[C:6](=[CH:7][C:8]([C:12]([C:14]5[CH:15]=[C:16]([NH:20][C:21]([C:23]6[N:24]([C:29]([CH3:31])([CH3:30])[CH3:32])[N:25]=[C:26]([CH3:28])[CH:27]=6)=[O:22])[CH:17]=[CH:18][CH:19]=5)=[O:13])=[CH:9][CH:10]=4)[NH:5][C:4]3=[O:33])=[CH:40][CH:39]=2)[CH2:46][CH2:45][O:44][CH2:43][CH2:42]1. The yield is 0.730.